Task: Predict the reaction yield, written as a fraction of the theoretical maximum amount of product (1.0 means a 100% yield; for example, 0.34 means a 34% yield).. Dataset: Reaction yield outcomes from USPTO patents with 853,638 reactions (1) The reactants are [CH3:1][N:2]1[CH2:9][CH2:8][N:7](CC2C=CC=CC=2)[CH2:6][C:3]21[CH2:5][CH2:4]2.[ClH:17]. The catalyst is CO. The product is [ClH:17].[ClH:17].[CH3:1][N:2]1[CH2:9][CH2:8][NH2+:7][CH2:6][C:3]21[CH2:5][CH2:4]2. The yield is 0.600. (2) The reactants are [O:1]1[CH2:6][CH2:5][N:4]([CH2:7][CH2:8][O:9]C2C=C3C(=CC=2)C(=O)C(C2C=NC=CC=2)=C3C2C=CC=CC=2)[CH2:3][CH2:2]1.O1CCN(CCO[C:41]2[CH:49]=[C:48]3[C:44]([C:45]([C:52]4[CH:57]=[CH:56][CH:55]=[CH:54][CH:53]=4)=[C:46](Br)[C:47]3=[O:50])=[CH:43][CH:42]=2)CC1.B(O)(O)[C:59]1[CH:60]=[CH:61][C:62]([CH3:65])=[CH:63][CH:64]=1. No catalyst specified. The product is [O:1]1[CH2:6][CH2:5][N:4]([CH2:7][CH2:8][O:9][C:42]2[CH:43]=[C:44]3[C:48](=[CH:49][CH:41]=2)[C:47](=[O:50])[C:46]([C:59]2[CH:64]=[CH:63][C:62]([CH3:65])=[CH:61][CH:60]=2)=[C:45]3[C:52]2[CH:53]=[CH:54][CH:55]=[CH:56][CH:57]=2)[CH2:3][CH2:2]1. The yield is 0.700.